Dataset: Reaction yield outcomes from USPTO patents with 853,638 reactions. Task: Predict the reaction yield, written as a fraction of the theoretical maximum amount of product (1.0 means a 100% yield; for example, 0.34 means a 34% yield). (1) The catalyst is O. The reactants are [C:1]1([S:7][CH3:8])[CH:6]=[CH:5][CH:4]=[CH:3][CH:2]=1.CO.C1C(=O)N(Br)C(=[O:14])C1.C([O-])(O)=O.[Na+]. The yield is 0.959. The product is [CH3:8][S:7]([C:1]1[CH:6]=[CH:5][CH:4]=[CH:3][CH:2]=1)=[O:14]. (2) The reactants are [N:1]1([CH2:6][C:7]2[CH:12]=[CH:11][C:10]([C:13]3[CH:17]=[C:16]([CH2:18][CH2:19][CH2:20][CH3:21])[S:15][C:14]=3[S:22]([NH2:25])(=[O:24])=[O:23])=[CH:9][CH:8]=2)[CH:5]=[CH:4][N:3]=[CH:2]1.N1(C2C=CC=CN=2)CCCC1.Cl[C:38]([O:40][CH2:41][CH2:42][CH2:43][CH3:44])=[O:39]. The catalyst is N1C=CC=CC=1. The product is [CH2:41]([O:40][C:38]([NH:25][S:22]([C:14]1[S:15][C:16]([CH2:18][CH2:19][CH2:20][CH3:21])=[CH:17][C:13]=1[C:10]1[CH:11]=[CH:12][C:7]([CH2:6][N:1]2[CH:5]=[CH:4][N:3]=[CH:2]2)=[CH:8][CH:9]=1)(=[O:24])=[O:23])=[O:39])[CH2:42][CH2:43][CH3:44]. The yield is 0.100. (3) The reactants are [Br:1][C:2]1[CH:7]=[CH:6][C:5]([NH:8][C:9](=[NH:14])[CH2:10][CH:11]([CH3:13])[CH3:12])=[CH:4][CH:3]=1.Br[CH2:16][C:17](=O)[C:18]([O:20][CH2:21][CH3:22])=[O:19].C(=O)([O-])[O-].[K+].[K+]. The catalyst is CN(C=O)C. The product is [Br:1][C:2]1[CH:3]=[CH:4][C:5]([N:8]2[CH:16]=[C:17]([C:18]([O:20][CH2:21][CH3:22])=[O:19])[N:14]=[C:9]2[CH2:10][CH:11]([CH3:12])[CH3:13])=[CH:6][CH:7]=1. The yield is 0.440. (4) The reactants are [OH:1][CH2:2][C:3]([CH3:19])([CH3:18])[CH2:4][NH:5][C:6]([NH:8][CH2:9][C:10]1[CH:15]=[CH:14][C:13]([O:16][CH3:17])=[CH:12][CH:11]=1)=[O:7].[NH2:20][C:21]1[CH:28]=[CH:27][CH:26]=[C:25](F)[C:22]=1[C:23]#[N:24]. No catalyst specified. The product is [NH2:20][C:21]1[C:22]([C:23]#[N:24])=[C:25]([CH:26]=[CH:27][CH:28]=1)[O:1][CH2:2][C:3]([CH3:19])([CH3:18])[CH2:4][NH:5][C:6]([NH:8][CH2:9][C:10]1[CH:11]=[CH:12][C:13]([O:16][CH3:17])=[CH:14][CH:15]=1)=[O:7]. The yield is 0.600. (5) The reactants are CO[C:3](=[O:24])[C:4]1[CH:9]=[CH:8][C:7]([O:10][CH2:11][C:12]2[C:13]([C:18]3[CH:23]=[CH:22][CH:21]=[CH:20][N:19]=3)=[N:14][O:15][C:16]=2[CH3:17])=[N:6][CH:5]=1.[F:25][C:26]([F:30])([F:29])[CH2:27][NH2:28]. The yield is 0.980. The product is [CH3:17][C:16]1[O:15][N:14]=[C:13]([C:18]2[CH:23]=[CH:22][CH:21]=[CH:20][N:19]=2)[C:12]=1[CH2:11][O:10][C:7]1[CH:8]=[CH:9][C:4]([C:3]([NH:28][CH2:27][C:26]([F:30])([F:29])[F:25])=[O:24])=[CH:5][N:6]=1. No catalyst specified.